From a dataset of Reaction yield outcomes from USPTO patents with 853,638 reactions. Predict the reaction yield, written as a fraction of the theoretical maximum amount of product (1.0 means a 100% yield; for example, 0.34 means a 34% yield). (1) The reactants are [NH2:1][C:2]1[CH:7]=[CH:6][CH:5]=[CH:4][C:3]=1[CH2:8][C:9]([O:11]C)=O.C(=O)([O-])[O-].[K+].[K+].CCOC(C)=O. The catalyst is CN(C=O)C. The product is [NH:1]1[C:2]2[C:3](=[CH:4][CH:5]=[CH:6][CH:7]=2)[CH2:8][C:9]1=[O:11]. The yield is 0.950. (2) The reactants are O1CCCC1.[OH-].[Na+].[NH2:8][C:9]1[C:14]([C:15]2[O:19][N:18]=[C:17]([CH2:20][C:21]3[CH:26]=[CH:25][C:24]([OH:27])=[CH:23][CH:22]=3)[CH:16]=2)=[CH:13][CH:12]=[CH:11][N:10]=1.Cl[CH2:29][C:30]1[CH:35]=[CH:34][CH:33]=[C:32]([F:36])[N:31]=1. The catalyst is CN(C)C=O. The product is [F:36][C:32]1[N:31]=[C:30]([CH2:29][O:27][C:24]2[CH:25]=[CH:26][C:21]([CH2:20][C:17]3[CH:16]=[C:15]([C:14]4[C:9]([NH2:8])=[N:10][CH:11]=[CH:12][CH:13]=4)[O:19][N:18]=3)=[CH:22][CH:23]=2)[CH:35]=[CH:34][CH:33]=1. The yield is 0.590. (3) The reactants are [N:1]12[CH2:8][CH2:7][C:4]([C:9]([C:17]3[CH:22]=[CH:21][CH:20]=[CH:19][CH:18]=3)([C:11]3[CH:16]=[CH:15][CH:14]=[CH:13][CH:12]=3)[OH:10])([CH2:5][CH2:6]1)[CH2:3][CH2:2]2.[Br:23][CH2:24][CH2:25][O:26][CH2:27][C:28]1[CH:35]=[CH:34][C:31]([C:32]#[N:33])=[CH:30][CH:29]=1. The catalyst is CC#N.C(Cl)(Cl)Cl. The product is [Br-:23].[C:32]([C:31]1[CH:34]=[CH:35][C:28]([CH2:27][O:26][CH2:25][CH2:24][N+:1]23[CH2:6][CH2:5][C:4]([C:9]([OH:10])([C:17]4[CH:22]=[CH:21][CH:20]=[CH:19][CH:18]=4)[C:11]4[CH:12]=[CH:13][CH:14]=[CH:15][CH:16]=4)([CH2:3][CH2:2]2)[CH2:7][CH2:8]3)=[CH:29][CH:30]=1)#[N:33]. The yield is 0.740. (4) The catalyst is O.CN(C=O)C.C(N(CC)CC)C. The yield is 0.610. The product is [Cl:1][C:2]1[C:3]([O:12][CH3:13])=[C:4]([CH:8]=[C:9]([Cl:11])[CH:10]=1)[C:5]([N:15]([O:16][CH3:17])[CH3:14])=[O:7]. The reactants are [Cl:1][C:2]1[C:3]([O:12][CH3:13])=[C:4]([CH:8]=[C:9]([Cl:11])[CH:10]=1)[C:5]([OH:7])=O.[CH3:14][NH:15][O:16][CH3:17].C1CN([P+](Br)(N2CCCC2)N2CCCC2)CC1.F[P-](F)(F)(F)(F)F.C1C=CC2N(O)N=NC=2C=1. (5) The reactants are [N:1]1[CH:6]=[CH:5][CH:4]=[N:3][C:2]=1[C:7]([O:9]C)=O.O.[NH2:12][NH2:13]. The catalyst is CCO. The product is [N:3]1[CH:4]=[CH:5][CH:6]=[N:1][C:2]=1[C:7]([NH:12][NH2:13])=[O:9]. The yield is 0.720.